This data is from Peptide-MHC class I binding affinity with 185,985 pairs from IEDB/IMGT. The task is: Regression. Given a peptide amino acid sequence and an MHC pseudo amino acid sequence, predict their binding affinity value. This is MHC class I binding data. (1) The peptide sequence is KQNPDIVIY. The MHC is HLA-A03:01 with pseudo-sequence HLA-A03:01. The binding affinity (normalized) is 0.538. (2) The peptide sequence is VSENTGMGMY. The MHC is HLA-A29:02 with pseudo-sequence HLA-A29:02. The binding affinity (normalized) is 0.674. (3) The peptide sequence is FMECNLNEL. The MHC is HLA-A02:02 with pseudo-sequence HLA-A02:02. The binding affinity (normalized) is 0.937. (4) The peptide sequence is SMFLMTATL. The MHC is HLA-B15:01 with pseudo-sequence HLA-B15:01. The binding affinity (normalized) is 0.351. (5) The binding affinity (normalized) is 0.474. The MHC is Mamu-A02 with pseudo-sequence Mamu-A02. The peptide sequence is SLRAEDTAVYY. (6) The peptide sequence is KIDGVKLESM. The MHC is Mamu-A02 with pseudo-sequence Mamu-A02. The binding affinity (normalized) is 0.223. (7) The peptide sequence is LTMFLIAENK. The MHC is HLA-A68:01 with pseudo-sequence HLA-A68:01. The binding affinity (normalized) is 0.584.